Dataset: Forward reaction prediction with 1.9M reactions from USPTO patents (1976-2016). Task: Predict the product of the given reaction. Given the reactants [N:1]1([NH:10][C:11]([C:13]2[C:14]([CH3:26])=[N:15][C:16]([C:19]3[CH:24]=[CH:23][CH:22]=[C:21]([F:25])[CH:20]=3)=[N:17][CH:18]=2)=[O:12])[C:9]2[C:4](=[CH:5][CH:6]=[CH:7][CH:8]=2)[CH2:3][CH2:2]1, predict the reaction product. The product is: [N:1]1([NH:10][C:11]([C:13]2[C:14]([CH3:26])=[N:15][C:16]([C:19]3[CH:24]=[CH:23][CH:22]=[C:21]([F:25])[CH:20]=3)=[N:17][CH:18]=2)=[O:12])[C:9]2[C:4](=[CH:5][CH:6]=[CH:7][CH:8]=2)[CH:3]=[CH:2]1.